This data is from Peptide-MHC class I binding affinity with 185,985 pairs from IEDB/IMGT. The task is: Regression. Given a peptide amino acid sequence and an MHC pseudo amino acid sequence, predict their binding affinity value. This is MHC class I binding data. (1) The peptide sequence is LLNSMMNRDK. The MHC is HLA-A11:01 with pseudo-sequence HLA-A11:01. The binding affinity (normalized) is 0.308. (2) The peptide sequence is KLIDVSKCI. The MHC is HLA-A02:01 with pseudo-sequence HLA-A02:01. The binding affinity (normalized) is 0.797.